Dataset: Aqueous solubility values for 9,982 compounds from the AqSolDB database. Task: Regression/Classification. Given a drug SMILES string, predict its absorption, distribution, metabolism, or excretion properties. Task type varies by dataset: regression for continuous measurements (e.g., permeability, clearance, half-life) or binary classification for categorical outcomes (e.g., BBB penetration, CYP inhibition). For this dataset (solubility_aqsoldb), we predict Y. (1) The drug is C/C=C/C(CCC)(C(=O)O)C(CCC)(CCC)C(=O)O. The Y is -3.50 log mol/L. (2) The drug is CCCCCCCCC(CO)CCCCCC. The Y is -5.38 log mol/L.